This data is from Peptide-MHC class I binding affinity with 185,985 pairs from IEDB/IMGT. The task is: Regression. Given a peptide amino acid sequence and an MHC pseudo amino acid sequence, predict their binding affinity value. This is MHC class I binding data. (1) The peptide sequence is LPQYFTFDL. The MHC is HLA-B07:02 with pseudo-sequence HLA-B07:02. The binding affinity (normalized) is 0.430. (2) The peptide sequence is ILLARLFLY. The MHC is HLA-B27:05 with pseudo-sequence HLA-B27:05. The binding affinity (normalized) is 0.213.